From a dataset of Catalyst prediction with 721,799 reactions and 888 catalyst types from USPTO. Predict which catalyst facilitates the given reaction. (1) Reactant: [F:1][C:2]1[CH:18]=[CH:17][C:5]([C:6]([N:8]2[CH2:13][CH2:12][CH2:11][C@H:10]([C:14]([NH2:16])=[O:15])[CH2:9]2)=[O:7])=[CH:4][CH:3]=1.[F:19][C:20]1[CH:29]=[CH:28][CH:27]=[CH:26][C:21]=1[C:22](=O)[CH2:23]Br.C(OCC)(=O)C. Product: [F:1][C:2]1[CH:3]=[CH:4][C:5]([C:6]([N:8]2[CH2:13][CH2:12][CH2:11][C@H:10]([C:14]3[O:15][CH:23]=[C:22]([C:21]4[CH:26]=[CH:27][CH:28]=[CH:29][C:20]=4[F:19])[N:16]=3)[CH2:9]2)=[O:7])=[CH:17][CH:18]=1. The catalyst class is: 60. (2) Reactant: N12CCCN=C1CCCCC2.Cl.[NH2:13][CH2:14][C:15]1[CH:23]=[CH:22][CH:21]=[C:20]2[C:16]=1[C:17](=[O:33])[N:18]([CH:25]1[CH2:30][CH2:29][C:28](=[O:31])[NH:27][C:26]1=[O:32])[C:19]2=[O:24].[CH:34]1([N:40]=[C:41]=[O:42])[CH2:39][CH2:38][CH2:37][CH2:36][CH2:35]1. Product: [O:32]=[C:26]1[CH:25]([N:18]2[C:17](=[O:33])[C:16]3[C:20](=[CH:21][CH:22]=[CH:23][C:15]=3[CH2:14][NH:13][C:41]([NH:40][CH:34]3[CH2:39][CH2:38][CH2:37][CH2:36][CH2:35]3)=[O:42])[C:19]2=[O:24])[CH2:30][CH2:29][C:28](=[O:31])[NH:27]1. The catalyst class is: 23.